This data is from CYP2D6 inhibition data for predicting drug metabolism from PubChem BioAssay. The task is: Regression/Classification. Given a drug SMILES string, predict its absorption, distribution, metabolism, or excretion properties. Task type varies by dataset: regression for continuous measurements (e.g., permeability, clearance, half-life) or binary classification for categorical outcomes (e.g., BBB penetration, CYP inhibition). Dataset: cyp2d6_veith. (1) The molecule is Cc1ccc(NC2=NC(c3ccccc3)n3c(nc(C)cc3=O)N2)c(C)c1. The result is 0 (non-inhibitor). (2) The molecule is Cc1cnc(CNc2ccnc(-c3ccoc3)n2)cn1. The result is 0 (non-inhibitor). (3) The drug is O=C(c1ccco1)N1CCC2(CC1)CCN(c1cccc(-c3ccccc3)c1)CC2. The result is 0 (non-inhibitor). (4) The drug is c1ccc(C(c2ccccc2)N2CC[C@@]3(CCCNC3)C2)cc1. The result is 1 (inhibitor). (5) The compound is CC(C)NC(=O)CSc1nnc(C2CC2)n1-c1ccccc1. The result is 0 (non-inhibitor). (6) The compound is C=CCNC(=O)c1ccccc1Cl. The result is 0 (non-inhibitor).